Dataset: Full USPTO retrosynthesis dataset with 1.9M reactions from patents (1976-2016). Task: Predict the reactants needed to synthesize the given product. (1) Given the product [NH:8]1[C:5]2=[N:6][N:7]=[CH:2][CH:3]=[C:4]2[C:10]([NH2:11])=[N:9]1, predict the reactants needed to synthesize it. The reactants are: Cl[C:2]1[CH:3]=[C:4]2[C:10]([NH2:11])=[N:9][NH:8][C:5]2=[N:6][N:7]=1.[OH-].[Na+]. (2) Given the product [C:1]([C:4]1[C:9]([OH:10])=[CH:8][C:7]([OH:14])=[CH:6][C:5]=1[CH2:18][C:19]([O:21][CH3:22])=[O:20])(=[O:3])[CH3:2], predict the reactants needed to synthesize it. The reactants are: [C:1]([C:4]1[C:9]([O:10]CC=C)=[CH:8][C:7]([O:14]CC=C)=[CH:6][C:5]=1[CH2:18][C:19]([O:21][CH3:22])=[O:20])(=[O:3])[CH3:2].C([O-])=O.[NH4+].Cl. (3) Given the product [Cl:1][C:2]1[CH:11]=[C:10]2[C:5]([CH2:6][CH2:7][N:8]=[CH:9]2)=[CH:4][CH:3]=1, predict the reactants needed to synthesize it. The reactants are: [Cl:1][C:2]1[CH:11]=[C:10]2[C:5]([CH2:6][CH2:7][NH:8][CH2:9]2)=[CH:4][CH:3]=1.C(Cl)Cl. (4) Given the product [CH2:1]([O:3][C:4]([C:6]1[O:7][C:8]2[CH:15]=[CH:14][CH:13]=[C:12]([CH2:16][CH2:17][CH2:18][O:19][CH3:20])[C:9]=2[C:10]=1[CH3:11])=[O:5])[CH3:2], predict the reactants needed to synthesize it. The reactants are: [CH2:1]([O:3][C:4]([C:6]1[O:7][C:8]2[CH:15]=[CH:14][CH:13]=[C:12]([C:16]#[C:17][CH2:18][O:19][CH3:20])[C:9]=2[C:10]=1[CH3:11])=[O:5])[CH3:2].